This data is from Forward reaction prediction with 1.9M reactions from USPTO patents (1976-2016). The task is: Predict the product of the given reaction. (1) Given the reactants C([O:3][C:4](=[O:17])[C:5]1[CH:10]=[CH:9][C:8]([CH:11]([OH:16])[CH2:12][CH:13]([CH3:15])[CH3:14])=[CH:7][CH:6]=1)C.[OH-].[Na+].Cl, predict the reaction product. The product is: [OH:16][CH:11]([C:8]1[CH:7]=[CH:6][C:5]([C:4]([OH:17])=[O:3])=[CH:10][CH:9]=1)[CH2:12][CH:13]([CH3:15])[CH3:14]. (2) Given the reactants [Cl:1][C:2]1[CH:3]=[C:4]([C:12]2[O:16][N:15]=[C:14]([C:17]3[C:27]4[O:26][CH2:25][CH2:24][N:23]([C:28]([O:30][C:31]([CH3:34])([CH3:33])[CH3:32])=[O:29])[CH:22]([CH2:35][CH2:36][CH2:37][C:38]([O:40]CC)=[O:39])[C:21]=4[CH:20]=[CH:19][CH:18]=3)[N:13]=2)[CH:5]=[N:6][C:7]=1[O:8][CH:9]([CH3:11])[CH3:10].[OH-].[Na+], predict the reaction product. The product is: [CH3:7][CH2:2][CH2:3][CH:4]([CH3:12])[CH3:5].[Cl:1][C:2]1[CH:3]=[C:4]([C:12]2[O:16][N:15]=[C:14]([C:17]3[C:27]4[O:26][CH2:25][CH2:24][N:23]([C:28]([O:30][C:31]([CH3:32])([CH3:33])[CH3:34])=[O:29])[CH:22]([CH2:35][CH2:36][CH2:37][C:38]([OH:40])=[O:39])[C:21]=4[CH:20]=[CH:19][CH:18]=3)[N:13]=2)[CH:5]=[N:6][C:7]=1[O:8][CH:9]([CH3:11])[CH3:10]. (3) Given the reactants [CH2:1]([C:3]1[CH:4]=[C:5]([CH:33]2[CH2:38][CH2:37][N:36]([C:39]([O:41][C:42]([CH3:45])([CH3:44])[CH3:43])=[O:40])[CH2:35][CH2:34]2)[CH:6]=[CH:7][C:8]=1[NH:9][C:10]1[N:15]=[C:14]([C:16]#[C:17][C:18]2[CH:23]=[CH:22][CH:21]=[CH:20][C:19]=2[CH2:24][C:25]([O:27][CH3:28])=[O:26])[C:13]([C:29]([F:32])([F:31])[F:30])=[CH:12][N:11]=1)[CH3:2], predict the reaction product. The product is: [CH2:1]([C:3]1[CH:4]=[C:5]([CH:33]2[CH2:34][CH2:35][N:36]([C:39]([O:41][C:42]([CH3:43])([CH3:45])[CH3:44])=[O:40])[CH2:37][CH2:38]2)[CH:6]=[CH:7][C:8]=1[NH:9][C:10]1[N:15]=[C:14]([CH2:16][CH2:17][C:18]2[CH:23]=[CH:22][CH:21]=[CH:20][C:19]=2[CH2:24][C:25]([O:27][CH3:28])=[O:26])[C:13]([C:29]([F:32])([F:31])[F:30])=[CH:12][N:11]=1)[CH3:2]. (4) Given the reactants C(N(CC)CC)C.[CH:8]([C:10]1[C:18]2[C:13](=[CH:14][CH:15]=[CH:16][CH:17]=2)[N:12](C(OC(C)(C)C)=O)[CH:11]=1)=[O:9].[CH3:26][O:27][C:28]1[CH:29]=[C:30]([N:34]=[CH:35][C:36]2[CH:37]=[C:38]([CH:41]=[CH:42][CH:43]=2)[C:39]#[N:40])[CH:31]=[CH:32][CH:33]=1, predict the reaction product. The product is: [NH:12]1[C:13]2[C:18](=[CH:17][CH:16]=[CH:15][CH:14]=2)[C:10]([C:8](=[O:9])[CH:35]([C:36]2[CH:37]=[C:38]([CH:41]=[CH:42][CH:43]=2)[C:39]#[N:40])[NH:34][C:30]2[CH:31]=[CH:32][CH:33]=[C:28]([O:27][CH3:26])[CH:29]=2)=[CH:11]1. (5) Given the reactants [NH2:1][C:2]1[C:23]([Cl:24])=[CH:22][C:5]([C:6]([NH:8][CH:9]2[CH2:14][CH2:13][N:12](C(OC(C)(C)C)=O)[CH2:11][CH2:10]2)=[O:7])=[C:4]([O:25][CH3:26])[CH:3]=1.Cl, predict the reaction product. The product is: [ClH:24].[NH2:1][C:2]1[C:23]([Cl:24])=[CH:22][C:5]([C:6]([NH:8][CH:9]2[CH2:14][CH2:13][NH:12][CH2:11][CH2:10]2)=[O:7])=[C:4]([O:25][CH3:26])[CH:3]=1. (6) Given the reactants [CH3:1][C@H:2]1[CH2:7][N:6]([CH:8]2[CH2:11][O:10][CH2:9]2)[C@H:5]([CH3:12])[CH2:4][N:3]1[C:13]1[CH:14]=[CH:15][C:16]([NH:19][C:20]2[C:25](=[O:26])[N:24]([CH3:27])[CH:23]=[C:22]([C:28]3[C:33]([CH:34]=[O:35])=[C:32]([N:36]4[CH:48]=[CH:47][N:39]5[C:40]6[CH2:41][CH2:42][CH2:43][CH2:44][C:45]=6[CH:46]=[C:38]5[C:37]4=[O:49])[N:31]=[CH:30][CH:29]=3)[CH:21]=2)=[N:17][CH:18]=1.[BH4-].[Na+], predict the reaction product. The product is: [CH3:1][C@H:2]1[CH2:7][N:6]([CH:8]2[CH2:11][O:10][CH2:9]2)[C@H:5]([CH3:12])[CH2:4][N:3]1[C:13]1[CH:14]=[CH:15][C:16]([NH:19][C:20]2[C:25](=[O:26])[N:24]([CH3:27])[CH:23]=[C:22]([C:28]3[CH:29]=[CH:30][N:31]=[C:32]([N:36]4[CH:48]=[CH:47][N:39]5[C:40]6[CH2:41][CH2:42][CH2:43][CH2:44][C:45]=6[CH:46]=[C:38]5[C:37]4=[O:49])[C:33]=3[CH2:34][OH:35])[CH:21]=2)=[N:17][CH:18]=1.